Task: Regression. Given two drug SMILES strings and cell line genomic features, predict the synergy score measuring deviation from expected non-interaction effect.. Dataset: NCI-60 drug combinations with 297,098 pairs across 59 cell lines (1) Drug 2: CC12CCC3C(C1CCC2O)C(CC4=C3C=CC(=C4)O)CCCCCCCCCS(=O)CCCC(C(F)(F)F)(F)F. Drug 1: CNC(=O)C1=CC=CC=C1SC2=CC3=C(C=C2)C(=NN3)C=CC4=CC=CC=N4. Synergy scores: CSS=4.54, Synergy_ZIP=-0.326, Synergy_Bliss=3.92, Synergy_Loewe=1.42, Synergy_HSA=2.75. Cell line: NCI/ADR-RES. (2) Drug 1: CC12CCC3C(C1CCC2=O)CC(=C)C4=CC(=O)C=CC34C. Drug 2: C1=NC2=C(N=C(N=C2N1C3C(C(C(O3)CO)O)O)F)N. Cell line: MDA-MB-435. Synergy scores: CSS=27.7, Synergy_ZIP=-0.601, Synergy_Bliss=-2.13, Synergy_Loewe=-6.01, Synergy_HSA=-1.70. (3) Drug 1: COC1=C(C=C2C(=C1)N=CN=C2NC3=CC(=C(C=C3)F)Cl)OCCCN4CCOCC4. Drug 2: C1=C(C(=O)NC(=O)N1)F. Cell line: SNB-19. Synergy scores: CSS=33.8, Synergy_ZIP=-1.53, Synergy_Bliss=0.409, Synergy_Loewe=1.75, Synergy_HSA=3.68. (4) Cell line: U251. Synergy scores: CSS=-7.79, Synergy_ZIP=3.08, Synergy_Bliss=-3.88, Synergy_Loewe=-13.3, Synergy_HSA=-10.8. Drug 1: CCCCCOC(=O)NC1=NC(=O)N(C=C1F)C2C(C(C(O2)C)O)O. Drug 2: CS(=O)(=O)CCNCC1=CC=C(O1)C2=CC3=C(C=C2)N=CN=C3NC4=CC(=C(C=C4)OCC5=CC(=CC=C5)F)Cl. (5) Drug 1: CC1=CC2C(CCC3(C2CCC3(C(=O)C)OC(=O)C)C)C4(C1=CC(=O)CC4)C. Drug 2: C1CN1P(=S)(N2CC2)N3CC3. Cell line: ACHN. Synergy scores: CSS=35.8, Synergy_ZIP=1.63, Synergy_Bliss=5.10, Synergy_Loewe=-20.0, Synergy_HSA=5.70.